The task is: Predict the reactants needed to synthesize the given product.. This data is from Full USPTO retrosynthesis dataset with 1.9M reactions from patents (1976-2016). (1) Given the product [CH3:34][O:33][CH2:32][CH2:31][CH2:30][S:6][C:7]1[N:8]([C:17]2[CH:18]=[CH:19][C:20]([O:23][CH2:24][C:25]([F:28])([F:27])[F:26])=[CH:21][CH:22]=2)[C:9](=[O:16])[C:10]2[NH:15][CH:14]=[CH:13][C:11]=2[N:12]=1, predict the reactants needed to synthesize it. The reactants are: C(=O)([O-])O.[Na+].[S:6]=[C:7]1[NH:12][C:11]2[CH:13]=[CH:14][NH:15][C:10]=2[C:9](=[O:16])[N:8]1[C:17]1[CH:22]=[CH:21][C:20]([O:23][CH2:24][C:25]([F:28])([F:27])[F:26])=[CH:19][CH:18]=1.Br[CH2:30][CH2:31][CH2:32][O:33][CH3:34].[I-].[Na+]. (2) The reactants are: CN[C:3]1[CH:12]=[CH:11][C:10]2[C:5](=[CH:6][CH:7]=[CH:8][C:9]=2[N+:13]([O-:15])=[O:14])[N:4]=1.[N:16]1[CH:21]=CC=CC=1.[C:22](OC(=O)C)(=[O:24])[CH3:23].C([O-])(O)=O.[Na+]. Given the product [C:22]([C:3]1[C:12]([NH:16][CH3:21])=[CH:11][C:10]2[C:5](=[CH:6][CH:7]=[CH:8][C:9]=2[N+:13]([O-:15])=[O:14])[N:4]=1)(=[O:24])[CH3:23], predict the reactants needed to synthesize it. (3) Given the product [Si:3]([O:2][NH:1][C:16](=[O:27])[O:17][C:18]1[CH:19]=[CH:20][C:21]([N+:24]([O-:26])=[O:25])=[CH:22][CH:23]=1)([C:6]([CH3:9])([CH3:8])[CH3:7])([CH3:5])[CH3:4], predict the reactants needed to synthesize it. The reactants are: [NH2:1][O:2][Si:3]([C:6]([CH3:9])([CH3:8])[CH3:7])([CH3:5])[CH3:4].N1C=CC=CC=1.[C:16](Cl)(=[O:27])[O:17][C:18]1[CH:23]=[CH:22][C:21]([N+:24]([O-:26])=[O:25])=[CH:20][CH:19]=1. (4) Given the product [NH2:29][CH:30]1[CH2:35][CH2:34][CH:33]([NH:36][C:2]2[N:10]=[C:9]3[C:5]([N:6]=[CH:7][N:8]3[CH:11]3[CH2:12][CH2:13][CH2:14][CH2:15]3)=[C:4]([NH:16][CH2:17][C:18]3[CH:19]=[N:20][C:21]([C:24]4[S:25][CH:26]=[CH:27][CH:28]=4)=[CH:22][CH:23]=3)[N:3]=2)[CH2:32][CH2:31]1, predict the reactants needed to synthesize it. The reactants are: Cl[C:2]1[N:10]=[C:9]2[C:5]([N:6]=[CH:7][N:8]2[CH:11]2[CH2:15][CH2:14][CH2:13][CH2:12]2)=[C:4]([NH:16][CH2:17][C:18]2[CH:19]=[N:20][C:21]([C:24]3[S:25][CH:26]=[CH:27][CH:28]=3)=[CH:22][CH:23]=2)[N:3]=1.[NH2:29][C@H:30]1[CH2:35][CH2:34][C@H:33]([NH2:36])[CH2:32][CH2:31]1. (5) Given the product [CH:2]1([CH2:5][O:6][C:7]2[CH:12]=[C:11]([F:13])[C:10]([CH3:14])=[CH:9][C:8]=2[C:15]2[C:16]3[NH:23][C:22]([CH3:24])=[C:21]([C:25]([NH:27][C@@H:28]4[CH2:33][CH2:32][N:31]([C:35](=[O:38])[CH2:36][CH3:37])[CH2:30][C@H:29]4[OH:34])=[O:26])[C:17]=3[N:18]=[CH:19][N:20]=2)[CH2:4][CH2:3]1, predict the reactants needed to synthesize it. The reactants are: Cl.[CH:2]1([CH2:5][O:6][C:7]2[CH:12]=[C:11]([F:13])[C:10]([CH3:14])=[CH:9][C:8]=2[C:15]2[C:16]3[NH:23][C:22]([CH3:24])=[C:21]([C:25]([NH:27][C@@H:28]4[CH2:33][CH2:32][NH:31][CH2:30][C@H:29]4[OH:34])=[O:26])[C:17]=3[N:18]=[CH:19][N:20]=2)[CH2:4][CH2:3]1.[C:35](Cl)(=[O:38])[CH2:36][CH3:37]. (6) Given the product [C:1]([O:5][C:6](=[O:25])[NH:7][C:8]1[CH2:9][O:10][CH2:11][C:12]([C:16]2[CH:21]=[CH:20][CH:19]=[C:18]([NH:22][C:56]([C:53]3[CH:52]=[CH:51][C:50]([Br:49])=[CH:55][N:54]=3)=[O:57])[CH:17]=2)([CH2:14][F:15])[N:13]=1)([CH3:4])([CH3:3])[CH3:2], predict the reactants needed to synthesize it. The reactants are: [C:1]([O:5][C:6](=[O:25])[NH:7][C:8]1[CH2:9][O:10][CH2:11][C:12]([C:16]2[CH:21]=[CH:20][CH:19]=[C:18]([N:22]=[N+]=[N-])[CH:17]=2)([CH2:14][F:15])[N:13]=1)([CH3:4])([CH3:3])[CH3:2].C(OC(=O)NC1COCC(C2C=CC=C(N)C=2)(CF)N=1)(C)(C)C.[Br:49][C:50]1[CH:51]=[CH:52][C:53]([C:56](O)=[O:57])=[N:54][CH:55]=1.C1C=CC2N(O)N=NC=2C=1.C(Cl)CCl.C([O-])(O)=O.[Na+]. (7) Given the product [CH2:18]([O:21]/[N:22]=[C:1](/[C:4]1[CH:9]=[CH:8][C:7]([N:10]2[C:14](=[O:15])[NH:13][NH:12][C:11]2=[O:16])=[CH:6][CH:5]=1)\[CH3:2])[C:19]#[CH:20], predict the reactants needed to synthesize it. The reactants are: [C:1]([C:4]1[CH:9]=[CH:8][C:7]([N:10]2[C:14](=[O:15])[NH:13][NH:12][C:11]2=[O:16])=[CH:6][CH:5]=1)(=O)[CH3:2].Cl.[CH2:18]([O:21][NH2:22])[C:19]#[CH:20].Cl.O1CCOCC1. (8) Given the product [CH:15]1([C:2]2([CH3:1])[CH2:7][CH2:6][N:5]([C:8]([O:10][C:11]([CH3:14])([CH3:13])[CH3:12])=[O:9])[CH2:4][CH2:3]2)[CH2:17][CH2:16]1, predict the reactants needed to synthesize it. The reactants are: [CH3:1][C:2]1([CH:15]=[CH2:16])[CH2:7][CH2:6][N:5]([C:8]([O:10][C:11]([CH3:14])([CH3:13])[CH3:12])=[O:9])[CH2:4][CH2:3]1.[CH2:17](OCC)C.